This data is from Full USPTO retrosynthesis dataset with 1.9M reactions from patents (1976-2016). The task is: Predict the reactants needed to synthesize the given product. (1) The reactants are: [CH3:1][O:2][C:3](=[O:16])[CH2:4][N:5]1[C:13]2[C:8](=[CH:9][C:10]([F:14])=[CH:11][CH:12]=2)[CH:7]=[C:6]1[CH3:15].[C:17]1([S:23]([C:26]2[C:27]([Cl:33])=[N:28][S:29][C:30]=2[CH:31]=O)(=[O:25])=[O:24])[CH:22]=[CH:21][CH:20]=[CH:19][CH:18]=1. Given the product [CH3:1][O:2][C:3](=[O:16])[CH2:4][N:5]1[C:13]2[C:8](=[CH:9][C:10]([F:14])=[CH:11][CH:12]=2)[C:7]([CH2:31][C:30]2[S:29][N:28]=[C:27]([Cl:33])[C:26]=2[S:23]([C:17]2[CH:18]=[CH:19][CH:20]=[CH:21][CH:22]=2)(=[O:24])=[O:25])=[C:6]1[CH3:15], predict the reactants needed to synthesize it. (2) Given the product [C:1]1(=[O:9])[CH2:8][CH2:7][CH2:6][CH2:5][CH2:4][CH2:3][CH2:2]1, predict the reactants needed to synthesize it. The reactants are: [CH:1]1([OH:9])[CH2:8][CH2:7][CH2:6][CH2:5][CH2:4][CH2:3][CH2:2]1.O.C1(C)C=CC=CC=1.[OH-].[Na+]. (3) Given the product [Cl:1][C:2]1[CH:7]=[CH:6][C:5]([NH:8][C:9]2[N:17]=[C:16]([N:18]3[C:27]([CH3:28])=[CH:26][C:25]([CH3:24])=[N:19]3)[N:15]=[C:14]3[C:10]=2[N:11]=[CH:12][N:13]3[CH2:20][CH:21]([CH3:23])[CH3:22])=[CH:4][CH:3]=1, predict the reactants needed to synthesize it. The reactants are: [Cl:1][C:2]1[CH:7]=[CH:6][C:5]([NH:8][C:9]2[N:17]=[C:16]([NH:18][NH2:19])[N:15]=[C:14]3[C:10]=2[N:11]=[CH:12][N:13]3[CH2:20][CH:21]([CH3:23])[CH3:22])=[CH:4][CH:3]=1.[CH3:24][C:25](=O)[CH2:26][C:27](=O)[CH3:28]. (4) Given the product [NH2:6][C:5]1[N:32]([CH3:31])[N:33]=[C:14]([CH:8]2[CH2:13][CH2:12][CH2:11][CH2:10][CH2:9]2)[C:4]=1[C:3]#[N:7], predict the reactants needed to synthesize it. The reactants are: [H-].[Na+].[C:3](#[N:7])[CH2:4][C:5]#[N:6].[CH:8]1([C:14](Cl)=O)[CH2:13][CH2:12][CH2:11][CH2:10][CH2:9]1.COS(=O)(=O)OC.C(N(CC)CC)C.[CH3:31][NH:32][NH2:33].